Predict the product of the given reaction. From a dataset of Forward reaction prediction with 1.9M reactions from USPTO patents (1976-2016). (1) Given the reactants [CH2:1]([O:8][C:9]([NH:11][CH:12]1[CH2:15][CH:14]([CH2:16][O:17]C(=O)C2C=CC=CC=2)[CH2:13]1)=[O:10])[C:2]1[CH:7]=[CH:6][CH:5]=[CH:4][CH:3]=1.[OH-].[Li+], predict the reaction product. The product is: [CH2:1]([O:8][C:9](=[O:10])[NH:11][C@H:12]1[CH2:15][C@@H:14]([CH2:16][OH:17])[CH2:13]1)[C:2]1[CH:3]=[CH:4][CH:5]=[CH:6][CH:7]=1. (2) Given the reactants [Cl:1][C:2]1[CH:3]=[C:4]([CH:6]=[CH:7][C:8]=1[F:9])[NH2:5].C1C(=O)N([I:17])C(=O)C1, predict the reaction product. The product is: [Cl:1][C:2]1[C:8]([F:9])=[CH:7][C:6]([I:17])=[C:4]([CH:3]=1)[NH2:5].